From a dataset of Forward reaction prediction with 1.9M reactions from USPTO patents (1976-2016). Predict the product of the given reaction. Given the reactants Br[C:2]1[CH:7]=[CH:6][CH:5]=[CH:4][N:3]=1.C([Li])CCC.[NH2:13][C:14]1[CH:22]=[CH:21][C:20]([Cl:23])=[CH:19][C:15]=1[C:16](O)=[O:17].Cl[Si](C)(C)C.Cl, predict the reaction product. The product is: [NH2:13][C:14]1[CH:22]=[CH:21][C:20]([Cl:23])=[CH:19][C:15]=1[C:16]([C:2]1[CH:7]=[CH:6][CH:5]=[CH:4][N:3]=1)=[O:17].